From a dataset of Peptide-MHC class I binding affinity with 185,985 pairs from IEDB/IMGT. Regression. Given a peptide amino acid sequence and an MHC pseudo amino acid sequence, predict their binding affinity value. This is MHC class I binding data. (1) The peptide sequence is VTDVTLLMA. The MHC is HLA-A23:01 with pseudo-sequence HLA-A23:01. The binding affinity (normalized) is 0.0932. (2) The peptide sequence is SIIQEKLGY. The MHC is HLA-B08:02 with pseudo-sequence HLA-B08:02. The binding affinity (normalized) is 0.0847. (3) The peptide sequence is DTPLIPLTIF. The MHC is HLA-A31:01 with pseudo-sequence HLA-A31:01. The binding affinity (normalized) is 0. (4) The peptide sequence is RMMETWHPL. The MHC is HLA-B07:02 with pseudo-sequence HLA-B07:02. The binding affinity (normalized) is 0.700. (5) The peptide sequence is LSSLGAHL. The MHC is H-2-Db with pseudo-sequence H-2-Db. The binding affinity (normalized) is 0.